From a dataset of Peptide-MHC class I binding affinity with 185,985 pairs from IEDB/IMGT. Regression. Given a peptide amino acid sequence and an MHC pseudo amino acid sequence, predict their binding affinity value. This is MHC class I binding data. (1) The peptide sequence is AQQFCQYLI. The MHC is HLA-A30:02 with pseudo-sequence HLA-A30:02. The binding affinity (normalized) is 0.388. (2) The peptide sequence is INFILAPQ. The MHC is H-2-Kb with pseudo-sequence H-2-Kb. The binding affinity (normalized) is 0.334. (3) The peptide sequence is AVLSEYETM. The MHC is HLA-A68:02 with pseudo-sequence HLA-A68:02. The binding affinity (normalized) is 0. (4) The peptide sequence is PLIRHENRMVL. The MHC is HLA-A02:06 with pseudo-sequence HLA-A02:06. The binding affinity (normalized) is 0. (5) The peptide sequence is MQALGHPIL. The MHC is HLA-B48:01 with pseudo-sequence HLA-B48:01. The binding affinity (normalized) is 0.523. (6) The peptide sequence is AILAGEHKC. The MHC is HLA-A02:03 with pseudo-sequence HLA-A02:03. The binding affinity (normalized) is 0.0847. (7) The peptide sequence is QRALFMHFR. The MHC is HLA-A03:01 with pseudo-sequence HLA-A03:01. The binding affinity (normalized) is 0.282. (8) The peptide sequence is NSYISNIIY. The MHC is HLA-A03:01 with pseudo-sequence HLA-A03:01. The binding affinity (normalized) is 0.176. (9) The peptide sequence is QRIREVLRTEL. The MHC is HLA-B27:05 with pseudo-sequence HLA-B27:05. The binding affinity (normalized) is 0.523. (10) The peptide sequence is ATNDGLIKK. The MHC is HLA-B35:01 with pseudo-sequence HLA-B35:01. The binding affinity (normalized) is 0.0847.